Dataset: Catalyst prediction with 721,799 reactions and 888 catalyst types from USPTO. Task: Predict which catalyst facilitates the given reaction. (1) Reactant: [NH2:1]/[C:2](=[N:21]/O)/[CH:3]([NH:13][C:14](=[O:20])[O:15][C:16]([CH3:19])([CH3:18])[CH3:17])[CH2:4][O:5][CH2:6][C:7]1[CH:12]=[CH:11][CH:10]=[CH:9][CH:8]=1.CO[C:25]([C:27]#[C:28][C:29]([O:31][CH3:32])=[O:30])=[O:26].[C:33]([O:41]C(=O)C1C=CC=CC=1)(=[O:40])[C:34]1[CH:39]=[CH:38][CH:37]=[CH:36][CH:35]=1. Product: [C:33]([O:41][C:27]1[C:28]([C:29]([O:31][CH3:32])=[O:30])=[N:1][C:2]([CH:3]([NH:13][C:14]([O:15][C:16]([CH3:19])([CH3:18])[CH3:17])=[O:20])[CH2:4][O:5][CH2:6][C:7]2[CH:12]=[CH:11][CH:10]=[CH:9][CH:8]=2)=[N:21][C:25]=1[OH:26])(=[O:40])[C:34]1[CH:39]=[CH:38][CH:37]=[CH:36][CH:35]=1. The catalyst class is: 22. (2) Reactant: [Br:1][C:2]1[CH:7]=[CH:6][C:5]([C:8]([CH3:12])([CH3:11])[C:9]#N)=[C:4]([F:13])[CH:3]=1.CC(C[AlH]CC(C)C)C.Cl.C([O-])(O)=[O:25].[Na+]. Product: [Br:1][C:2]1[CH:7]=[CH:6][C:5]([C:8]([CH3:12])([CH3:11])[CH:9]=[O:25])=[C:4]([F:13])[CH:3]=1. The catalyst class is: 1. (3) Reactant: C([Si](C)(C)[O:6][CH2:7][C:8]([N:11]1[C:19]2[C:18]([F:20])=[CH:17][N:16]=[CH:15][C:14]=2[C:13]([C:21]([C:23]2[CH:24]=[C:25]([NH:29][C:30](=[O:42])[CH2:31][C:32]3[CH:37]=[CH:36][CH:35]=[C:34]([C:38]([F:41])([F:40])[F:39])[CH:33]=3)[CH:26]=[N:27][CH:28]=2)=[O:22])=[CH:12]1)([CH3:10])[CH3:9])(C)(C)C. Product: [F:20][C:18]1[C:19]2[N:11]([C:8]([CH3:10])([CH3:9])[CH2:7][OH:6])[CH:12]=[C:13]([C:21]([C:23]3[CH:24]=[C:25]([NH:29][C:30](=[O:42])[CH2:31][C:32]4[CH:37]=[CH:36][CH:35]=[C:34]([C:38]([F:39])([F:41])[F:40])[CH:33]=4)[CH:26]=[N:27][CH:28]=3)=[O:22])[C:14]=2[CH:15]=[N:16][CH:17]=1. The catalyst class is: 1. (4) Reactant: [F:1][C:2]1[CH:7]=[CH:6][C:5]([CH2:8][C:9]([N:11]=[C:12]=[S:13])=[O:10])=[CH:4][CH:3]=1.[NH2:14][C:15]1[CH:43]=[CH:42][C:18]([O:19][C:20]2[CH:25]=[C:24]([NH:26][C:27]([N:29]3[CH2:34][CH2:33][CH:32]([N:35]4[CH2:40][CH2:39][N:38]([CH3:41])[CH2:37][CH2:36]4)[CH2:31][CH2:30]3)=[O:28])[N:23]=[CH:22][N:21]=2)=[C:17]([F:44])[CH:16]=1.C12(CS(O)(=O)=O)C(C)(C)C(CC1)CC2=O. Product: [F:44][C:17]1[CH:16]=[C:15]([NH:14][C:12]([NH:11][C:9](=[O:10])[CH2:8][C:5]2[CH:4]=[CH:3][C:2]([F:1])=[CH:7][CH:6]=2)=[S:13])[CH:43]=[CH:42][C:18]=1[O:19][C:20]1[CH:25]=[C:24]([NH:26][C:27]([N:29]2[CH2:30][CH2:31][CH:32]([N:35]3[CH2:40][CH2:39][N:38]([CH3:41])[CH2:37][CH2:36]3)[CH2:33][CH2:34]2)=[O:28])[N:23]=[CH:22][N:21]=1. The catalyst class is: 234. (5) Reactant: [C:1]([Cl:9])(=[O:8])[C:2]1[CH:7]=[CH:6][CH:5]=[CH:4][CH:3]=1.[NH2:10][C:11]1[CH:12]=[N:13][C:14]2[C:19]([C:20]=1[NH:21][CH2:22][CH2:23][CH2:24][CH2:25][NH:26][C:27](=[O:33])[O:28][C:29]([CH3:32])([CH3:31])[CH3:30])=[CH:18][CH:17]=[CH:16][CH:15]=2. Product: [ClH:9].[C:1]([NH:10][C:11]1[CH:12]=[N:13][C:14]2[C:19]([C:20]=1[NH:21][CH2:22][CH2:23][CH2:24][CH2:25][NH:26][C:27](=[O:33])[O:28][C:29]([CH3:31])([CH3:30])[CH3:32])=[CH:18][CH:17]=[CH:16][CH:15]=2)(=[O:8])[C:2]1[CH:7]=[CH:6][CH:5]=[CH:4][CH:3]=1. The catalyst class is: 4. (6) Reactant: [CH2:1]([N:8]1[C:18]2=[C:19]3[C:14](=[CH:15][CH:16]=[CH:17]2)[C@@H:13]([NH:20][CH3:21])[C@H:12](O)[CH2:11][N:10]3[C:9]1=[O:23])[C:2]1[CH:7]=[CH:6][CH:5]=[CH:4][CH:3]=1.C1(S(Cl)(=O)=O)C=CC=CC=1.C1(S([O-])(=O)=O)C=CC=CC=1.C(=O)([O-])[O-].[K+].[K+].C1(S(O)(=O)=O)C=CC=CC=1. Product: [CH2:1]([N:8]1[C:18]2=[C:19]3[C:14](=[CH:15][CH:16]=[CH:17]2)[C@H:13]2[N:20]([CH3:21])[C@H:12]2[CH2:11][N:10]3[C:9]1=[O:23])[C:2]1[CH:7]=[CH:6][CH:5]=[CH:4][CH:3]=1. The catalyst class is: 1.